From a dataset of NCI-60 drug combinations with 297,098 pairs across 59 cell lines. Regression. Given two drug SMILES strings and cell line genomic features, predict the synergy score measuring deviation from expected non-interaction effect. (1) Drug 1: CN(C)C1=NC(=NC(=N1)N(C)C)N(C)C. Drug 2: CC1C(C(=O)NC(C(=O)N2CCCC2C(=O)N(CC(=O)N(C(C(=O)O1)C(C)C)C)C)C(C)C)NC(=O)C3=C4C(=C(C=C3)C)OC5=C(C(=O)C(=C(C5=N4)C(=O)NC6C(OC(=O)C(N(C(=O)CN(C(=O)C7CCCN7C(=O)C(NC6=O)C(C)C)C)C)C(C)C)C)N)C. Cell line: EKVX. Synergy scores: CSS=-1.33, Synergy_ZIP=2.13, Synergy_Bliss=2.60, Synergy_Loewe=1.30, Synergy_HSA=0.457. (2) Drug 1: CCC1=CC2CC(C3=C(CN(C2)C1)C4=CC=CC=C4N3)(C5=C(C=C6C(=C5)C78CCN9C7C(C=CC9)(C(C(C8N6C)(C(=O)OC)O)OC(=O)C)CC)OC)C(=O)OC.C(C(C(=O)O)O)(C(=O)O)O. Drug 2: CC1C(C(=O)NC(C(=O)N2CCCC2C(=O)N(CC(=O)N(C(C(=O)O1)C(C)C)C)C)C(C)C)NC(=O)C3=C4C(=C(C=C3)C)OC5=C(C(=O)C(=C(C5=N4)C(=O)NC6C(OC(=O)C(N(C(=O)CN(C(=O)C7CCCN7C(=O)C(NC6=O)C(C)C)C)C)C(C)C)C)N)C. Cell line: HCC-2998. Synergy scores: CSS=60.0, Synergy_ZIP=15.0, Synergy_Bliss=15.2, Synergy_Loewe=16.2, Synergy_HSA=16.2. (3) Drug 1: C1CN1C2=NC(=NC(=N2)N3CC3)N4CC4. Drug 2: CCC1=CC2CC(C3=C(CN(C2)C1)C4=CC=CC=C4N3)(C5=C(C=C6C(=C5)C78CCN9C7C(C=CC9)(C(C(C8N6C)(C(=O)OC)O)OC(=O)C)CC)OC)C(=O)OC.C(C(C(=O)O)O)(C(=O)O)O. Cell line: NCIH23. Synergy scores: CSS=71.6, Synergy_ZIP=1.01, Synergy_Bliss=-0.284, Synergy_Loewe=0.355, Synergy_HSA=4.51. (4) Drug 1: CC12CCC3C(C1CCC2=O)CC(=C)C4=CC(=O)C=CC34C. Drug 2: CC1CCC2CC(C(=CC=CC=CC(CC(C(=O)C(C(C(=CC(C(=O)CC(OC(=O)C3CCCCN3C(=O)C(=O)C1(O2)O)C(C)CC4CCC(C(C4)OC)OCCO)C)C)O)OC)C)C)C)OC. Cell line: OVCAR-5. Synergy scores: CSS=51.2, Synergy_ZIP=2.63, Synergy_Bliss=3.87, Synergy_Loewe=5.94, Synergy_HSA=6.29. (5) Drug 1: C1=CC(=CC=C1C#N)C(C2=CC=C(C=C2)C#N)N3C=NC=N3. Drug 2: CCCCCOC(=O)NC1=NC(=O)N(C=C1F)C2C(C(C(O2)C)O)O. Cell line: A498. Synergy scores: CSS=1.09, Synergy_ZIP=-1.70, Synergy_Bliss=-4.12, Synergy_Loewe=-6.42, Synergy_HSA=-6.41. (6) Drug 1: CN1CCC(CC1)COC2=C(C=C3C(=C2)N=CN=C3NC4=C(C=C(C=C4)Br)F)OC. Drug 2: CN(C)C1=NC(=NC(=N1)N(C)C)N(C)C. Cell line: HCT116. Synergy scores: CSS=-3.46, Synergy_ZIP=-0.626, Synergy_Bliss=-5.04, Synergy_Loewe=-9.28, Synergy_HSA=-6.68. (7) Drug 1: CC12CCC3C(C1CCC2O)C(CC4=C3C=CC(=C4)O)CCCCCCCCCS(=O)CCCC(C(F)(F)F)(F)F. Drug 2: COC1=C2C(=CC3=C1OC=C3)C=CC(=O)O2. Cell line: HCC-2998. Synergy scores: CSS=9.96, Synergy_ZIP=-6.56, Synergy_Bliss=-13.0, Synergy_Loewe=-2.44, Synergy_HSA=-6.51.